From a dataset of Merck oncology drug combination screen with 23,052 pairs across 39 cell lines. Regression. Given two drug SMILES strings and cell line genomic features, predict the synergy score measuring deviation from expected non-interaction effect. (1) Drug 1: COC12C(COC(N)=O)C3=C(C(=O)C(C)=C(N)C3=O)N1CC1NC12. Drug 2: Cn1cc(-c2cnn3c(N)c(Br)c(C4CCCNC4)nc23)cn1. Cell line: A2058. Synergy scores: synergy=69.0. (2) Drug 1: CCC1(O)C(=O)OCc2c1cc1n(c2=O)Cc2cc3c(CN(C)C)c(O)ccc3nc2-1. Drug 2: CNC(=O)c1cc(Oc2ccc(NC(=O)Nc3ccc(Cl)c(C(F)(F)F)c3)cc2)ccn1. Cell line: NCIH2122. Synergy scores: synergy=0.321. (3) Drug 1: CCN(CC)CCNC(=O)c1c(C)[nH]c(C=C2C(=O)Nc3ccc(F)cc32)c1C. Drug 2: Cc1nc(Nc2ncc(C(=O)Nc3c(C)cccc3Cl)s2)cc(N2CCN(CCO)CC2)n1. Cell line: DLD1. Synergy scores: synergy=29.7. (4) Drug 1: O=c1[nH]cc(F)c(=O)[nH]1. Drug 2: O=C(NOCC(O)CO)c1ccc(F)c(F)c1Nc1ccc(I)cc1F. Cell line: EFM192B. Synergy scores: synergy=-3.03.